Predict which catalyst facilitates the given reaction. From a dataset of Catalyst prediction with 721,799 reactions and 888 catalyst types from USPTO. (1) Reactant: [Cl:1][C:2]1[S:6][C:5]([S:7]([NH:10][CH2:11][CH2:12][C:13]([OH:15])=O)(=[O:9])=[O:8])=[CH:4][CH:3]=1.[NH2:16][C:17]1[CH:22]=[CH:21][C:20]([N:23]2[CH2:28][CH2:27][O:26][CH2:25][C:24]2=[O:29])=[CH:19][CH:18]=1.[B-](F)(F)(F)F.CCOC(C(C#N)=NOC(N(C)C)=[N+](C)C)=O.C(N(CC)CC)C. Product: [Cl:1][C:2]1[S:6][C:5]([S:7]([NH:10][CH2:11][CH2:12][C:13]([NH:16][C:17]2[CH:18]=[CH:19][C:20]([N:23]3[CH2:28][CH2:27][O:26][CH2:25][C:24]3=[O:29])=[CH:21][CH:22]=2)=[O:15])(=[O:8])=[O:9])=[CH:4][CH:3]=1. The catalyst class is: 18. (2) Reactant: C1C(=O)N([Cl:8])C(=O)C1.C1(P(C2C=CC=CC=2)C2C=CC=CC=2)C=CC=CC=1.[F:28][C:29]1[C:34]([F:35])=[CH:33][CH:32]=[CH:31][C:30]=1[C@@H:36]1[CH2:46][CH2:45][C@@H:44]([O:47][Si:48]([CH:55]([CH3:57])[CH3:56])([CH:52]([CH3:54])[CH3:53])[CH:49]([CH3:51])[CH3:50])[C:39]2=[N:40][CH:41]=[CH:42][CH:43]=[C:38]2[C@H:37]1O. Product: [Cl:8][C@H:37]1[C:38]2[C:39](=[N:40][CH:41]=[CH:42][CH:43]=2)[C@H:44]([O:47][Si:48]([CH:55]([CH3:57])[CH3:56])([CH:52]([CH3:54])[CH3:53])[CH:49]([CH3:51])[CH3:50])[CH2:45][CH2:46][C@H:36]1[C:30]1[CH:31]=[CH:32][CH:33]=[C:34]([F:35])[C:29]=1[F:28]. The catalyst class is: 7. (3) The catalyst class is: 715. Reactant: [C:1]1([C@H:11]([NH:13][C:14]([CH:16]2[CH2:21][O:20][CH2:19][CH2:18][NH:17]2)=[O:15])[CH3:12])[C:10]2[C:5](=[CH:6][CH:7]=[CH:8][CH:9]=2)[CH:4]=[CH:3][CH:2]=1.CC1(C)[C:29]2[C:24](=[C:25](P([C:24]3[CH:29]=[CH:28][CH:27]=[CH:26][CH:25]=3)[C:24]3[CH:29]=[CH:28][CH:27]=[CH:26][CH:25]=3)[CH:26]=[CH:27][CH:28]=2)O[C:25]2[C:26](P([C:24]3[CH:29]=[CH:28][CH:27]=[CH:26][CH:25]=3)[C:24]3[CH:29]=[CH:28][CH:27]=[CH:26][CH:25]=3)=[CH:27][CH:28]=[CH:29][C:24]1=2.BrC1C=CC=CC=1.C([O-])([O-])=O.[Cs+].[Cs+]. Product: [C:1]1([C@H:11]([NH:13][C:14]([CH:16]2[CH2:21][O:20][CH2:19][CH2:18][N:17]2[C:24]2[CH:29]=[CH:28][CH:27]=[CH:26][CH:25]=2)=[O:15])[CH3:12])[C:10]2[C:5](=[CH:6][CH:7]=[CH:8][CH:9]=2)[CH:4]=[CH:3][CH:2]=1. (4) Reactant: [N:1]1([CH:7]([C:16]2[CH:21]=[CH:20][CH:19]=[CH:18][CH:17]=2)[CH:8]2[CH2:13][CH2:12][C:11](=[N:14]O)[CH2:10][CH2:9]2)[CH2:6][CH2:5][O:4][CH2:3][CH2:2]1.[H-].[Al+3].[Li+].[H-].[H-].[H-].O.[OH-].[Na+]. Product: [N:1]1([CH:7]([C:16]2[CH:17]=[CH:18][CH:19]=[CH:20][CH:21]=2)[CH:8]2[CH2:9][CH2:10][CH:11]([NH2:14])[CH2:12][CH2:13]2)[CH2:6][CH2:5][O:4][CH2:3][CH2:2]1. The catalyst class is: 7. (5) Reactant: C1(S([CH:10]([F:27])/[C:11](=[N:19]\S(C(C)(C)C)(=O)=O)/[C:12]2[CH:17]=[CH:16][CH:15]=[C:14]([Br:18])[CH:13]=2)(=O)=O)C=CC=CC=1.OP([O-])([O-])=O.[Na+].[Na+].[ClH:35].O1CCOCC1. Product: [ClH:35].[Br:18][C:14]1[CH:13]=[C:12]([C@H:11]([NH2:19])[CH2:10][F:27])[CH:17]=[CH:16][CH:15]=1. The catalyst class is: 5. (6) The catalyst class is: 8. Product: [NH:5]([C:7]1[CH:12]=[CH:11][C:10](/[CH:13]=[CH:14]/[C:15]2[CH:20]=[CH:19][C:18]([C:21]([F:24])([F:22])[F:23])=[CH:17][CH:16]=2)=[CH:9][N:8]=1)[NH2:6]. Reactant: FC(F)(F)C([N:5]([C:7]1[CH:12]=[CH:11][C:10](/[CH:13]=[CH:14]/[C:15]2[CH:20]=[CH:19][C:18]([C:21]([F:24])([F:23])[F:22])=[CH:17][CH:16]=2)=[CH:9][N:8]=1)[NH2:6])=O.Cl.C(=O)([O-])O.[Na+]. (7) The catalyst class is: 9. Product: [Br:1][C:2]1[CH:3]=[CH:4][C:5]([CH:8]([CH3:12])[C:9]([N:42]([CH:43]2[CH2:48][CH2:47][CH:46]([OH:49])[CH2:45][CH2:44]2)[CH3:41])=[O:11])=[CH:6][CH:7]=1. Reactant: [Br:1][C:2]1[CH:7]=[CH:6][C:5]([CH:8]([CH3:12])[C:9]([OH:11])=O)=[CH:4][CH:3]=1.F[P-](F)(F)(F)(F)F.N1(O[P+](N(C)C)(N(C)C)N(C)C)C2C=CC=CC=2N=N1.Cl.[CH3:41][NH:42][C@@H:43]1[CH2:48][CH2:47][C@H:46]([OH:49])[CH2:45][CH2:44]1.C(N(CC)C(C)C)(C)C.